From a dataset of Forward reaction prediction with 1.9M reactions from USPTO patents (1976-2016). Predict the product of the given reaction. (1) Given the reactants [CH3:1][C:2]1[CH:7]=[C:6]([O:8][CH2:9][CH:10]2[CH2:15][CH2:14][O:13][CH2:12][CH2:11]2)[CH:5]=[C:4]([CH3:16])[C:3]=1[C:17]1[CH:22]=[CH:21][CH:20]=[C:19]([CH2:23][O:24][C:25]2[CH:30]=[CH:29][C:28]([C:31]3([CH2:35][C:36]([O:38]CC)=[O:37])[CH2:34][O:33][CH2:32]3)=[CH:27][CH:26]=2)[CH:18]=1.[Li+].[OH-], predict the reaction product. The product is: [CH3:16][C:4]1[CH:5]=[C:6]([O:8][CH2:9][CH:10]2[CH2:15][CH2:14][O:13][CH2:12][CH2:11]2)[CH:7]=[C:2]([CH3:1])[C:3]=1[C:17]1[CH:22]=[CH:21][CH:20]=[C:19]([CH2:23][O:24][C:25]2[CH:26]=[CH:27][C:28]([C:31]3([CH2:35][C:36]([OH:38])=[O:37])[CH2:34][O:33][CH2:32]3)=[CH:29][CH:30]=2)[CH:18]=1. (2) Given the reactants [OH:1][C:2]1[C:11]2[C:6](=[N:7][CH:8]=[CH:9][CH:10]=2)[N:5]([CH3:12])[C:4](=[O:13])[C:3]=1[C:14](=[O:29])[CH:15]=[CH:16][C:17]1[CH:22]=[CH:21][CH:20]=[C:19]([O:23][CH2:24][C:25]([O:27]C)=[O:26])[CH:18]=1.[OH-].[Na+], predict the reaction product. The product is: [OH:1][C:2]1[C:11]2[C:6](=[N:7][CH:8]=[CH:9][CH:10]=2)[N:5]([CH3:12])[C:4](=[O:13])[C:3]=1[C:14](=[O:29])[CH:15]=[CH:16][C:17]1[CH:22]=[CH:21][CH:20]=[C:19]([O:23][CH2:24][C:25]([OH:27])=[O:26])[CH:18]=1. (3) Given the reactants [CH3:1][N:2]1[CH2:7][CH:6]=[C:5]([C:8]2[C:16]3[C:11](=[CH:12][CH:13]=[C:14]([OH:17])[CH:15]=3)[NH:10][CH:9]=2)[CH2:4][CH2:3]1.[C:18]1([S:24](Cl)(=[O:26])=[O:25])[CH:23]=[CH:22][CH:21]=[CH:20][CH:19]=1, predict the reaction product. The product is: [CH3:1][N:2]1[CH2:3][CH:4]=[C:5]([C:8]2[C:16]3[C:11](=[CH:12][CH:13]=[C:14]([O:17][S:24]([C:18]4[CH:23]=[CH:22][CH:21]=[CH:20][CH:19]=4)(=[O:26])=[O:25])[CH:15]=3)[NH:10][CH:9]=2)[CH2:6][CH2:7]1. (4) Given the reactants [CH2:1]([NH:8][C:9]1[C:14]([C:15]([OH:17])=O)=[CH:13][N:12]=[C:11]([Cl:18])[C:10]=1[CH3:19])[C:2]1[CH:7]=[CH:6][CH:5]=[CH:4][CH:3]=1.Cl.[F:21][C:22]1[CH:27]=[CH:26][C:25]([CH:28]2[CH2:31][NH:30][CH2:29]2)=[CH:24][CH:23]=1, predict the reaction product. The product is: [CH2:1]([NH:8][C:9]1[C:10]([CH3:19])=[C:11]([Cl:18])[N:12]=[CH:13][C:14]=1[C:15]([N:30]1[CH2:29][CH:28]([C:25]2[CH:26]=[CH:27][C:22]([F:21])=[CH:23][CH:24]=2)[CH2:31]1)=[O:17])[C:2]1[CH:3]=[CH:4][CH:5]=[CH:6][CH:7]=1.